From a dataset of Reaction yield outcomes from USPTO patents with 853,638 reactions. Predict the reaction yield, written as a fraction of the theoretical maximum amount of product (1.0 means a 100% yield; for example, 0.34 means a 34% yield). (1) The reactants are [NH2:1][C:2]1[C:11]2[C:6](=[C:7](Br)[CH:8]=[CH:9][CH:10]=2)[N:5]=[N:4][C:3]=1[C:13]([NH:15][CH2:16][CH2:17][CH3:18])=[O:14].[CH3:19][N:20]1[CH:24]=[C:23](B2OC(C)(C)C(C)(C)O2)[CH:22]=[N:21]1. No catalyst specified. The product is [NH2:1][C:2]1[C:11]2[C:6](=[C:7]([C:23]3[CH:22]=[N:21][N:20]([CH3:19])[CH:24]=3)[CH:8]=[CH:9][CH:10]=2)[N:5]=[N:4][C:3]=1[C:13]([NH:15][CH2:16][CH2:17][CH3:18])=[O:14]. The yield is 0.820. (2) The reactants are [NH2:1][C:2]1[S:3][CH:4]=[C:5]([CH2:7][C:8]([NH:10][C:11]2[C:19]3[C:14](=[CH:15][CH:16]=[C:17]([N:20]4[CH2:24][CH2:23][CH2:22][S:21]4(=[O:26])=[O:25])[CH:18]=3)[NH:13][N:12]=2)=[O:9])[N:6]=1.[CH2:27]([O:34][C:35]1[CH:42]=[CH:41][C:38]([CH:39]=O)=[CH:37][CH:36]=1)[C:28]1[CH:33]=[CH:32][CH:31]=[CH:30][CH:29]=1.C(O[BH-](OC(=O)C)OC(=O)C)(=O)C.[Na+].C(O)(=O)C. The catalyst is CN(C)C=O. The product is [CH2:27]([O:34][C:35]1[CH:36]=[CH:37][C:38]([CH:39]=[N:1][C:2]2[S:3][CH:4]=[C:5]([CH2:7][C:8]([NH:10][C:11]3[C:19]4[C:14](=[CH:15][CH:16]=[C:17]([N:20]5[CH2:24][CH2:23][CH2:22][S:21]5(=[O:26])=[O:25])[CH:18]=4)[NH:13][N:12]=3)=[O:9])[N:6]=2)=[CH:41][CH:42]=1)[C:28]1[CH:29]=[CH:30][CH:31]=[CH:32][CH:33]=1. The yield is 0.260. (3) The reactants are [Br:1][C:2]1[C:3]([F:21])=[CH:4][C:5]2[CH:11]3[CH2:12][CH:9]([CH2:10]3)[N:8]3[CH:13]=[C:14]([C:16]([O:18][CH3:19])=[O:17])[N:15]=[C:7]3[C:6]=2[CH:20]=1.[C:22]([N:29]1[CH2:32][CH:31]([CH:33]=[O:34])[CH2:30]1)([O:24][C:25]([CH3:28])([CH3:27])[CH3:26])=[O:23]. No catalyst specified. The product is [Br:1][C:2]1[C:3]([F:21])=[CH:4][C:5]2[CH:11]3[CH2:10][CH:9]([CH2:12]3)[N:8]3[C:13]([CH:33]([CH:31]4[CH2:32][N:29]([C:22]([O:24][C:25]([CH3:28])([CH3:27])[CH3:26])=[O:23])[CH2:30]4)[OH:34])=[C:14]([C:16]([O:18][CH3:19])=[O:17])[N:15]=[C:7]3[C:6]=2[CH:20]=1. The yield is 0.630. (4) The reactants are [Cl:1][C:2]1[S:6][C:5]([C:7]([NH:9][C@H:10]([CH2:18][N:19]2C(=O)C3C(=CC=CC=3)C2=O)[CH2:11][CH:12]2[CH2:17][CH2:16][CH2:15][CH2:14][CH2:13]2)=[O:8])=[CH:4][C:3]=1[C:30]1[N:34]([CH3:35])[N:33]=[CH:32][CH:31]=1.NN. The catalyst is O1CCCC1.CO. The product is [NH2:19][CH2:18][C@@H:10]([NH:9][C:7]([C:5]1[S:6][C:2]([Cl:1])=[C:3]([C:30]2[N:34]([CH3:35])[N:33]=[CH:32][CH:31]=2)[CH:4]=1)=[O:8])[CH2:11][CH:12]1[CH2:13][CH2:14][CH2:15][CH2:16][CH2:17]1. The yield is 0.530. (5) The reactants are [CH2:1]([N:8]1[C:16]2[C:11](=[CH:12][C:13]([C:17]([OH:26])([C:22]([F:25])([F:24])[F:23])[C:18]([F:21])([F:20])[F:19])=[CH:14][CH:15]=2)[CH2:10][CH2:9]1)[C:2]1[CH:7]=[CH:6][CH:5]=[CH:4][CH:3]=1. The catalyst is C1(C)C=CC=CC=1.O=[Mn]=O. The product is [CH2:1]([N:8]1[C:16]2[C:11](=[CH:12][C:13]([C:17]([OH:26])([C:18]([F:21])([F:19])[F:20])[C:22]([F:23])([F:24])[F:25])=[CH:14][CH:15]=2)[CH:10]=[CH:9]1)[C:2]1[CH:3]=[CH:4][CH:5]=[CH:6][CH:7]=1. The yield is 0.950. (6) The yield is 0.800. The product is [CH2:19]([O:21][C:22]([CH2:23][CH2:24][CH2:25][O:1][C:2]1[CH:11]=[C:10]2[C:5]([CH2:6][CH2:7][CH2:8][C:9]2=[O:12])=[CH:4][CH:3]=1)=[O:27])[CH3:20]. The catalyst is CN(C=O)C. The reactants are [OH:1][C:2]1[CH:11]=[C:10]2[C:5]([CH2:6][CH2:7][CH2:8][C:9]2=[O:12])=[CH:4][CH:3]=1.C([O-])([O-])=O.[K+].[K+].[CH2:19]([O:21][C:22](=[O:27])[CH2:23][CH2:24][CH2:25]Br)[CH3:20].